Dataset: Forward reaction prediction with 1.9M reactions from USPTO patents (1976-2016). Task: Predict the product of the given reaction. (1) Given the reactants [NH2:1][C:2]1[CH:3]=[C:4]([OH:11])[C:5](=[CH:9][CH:10]=1)[C:6]([OH:8])=[O:7].[Cl:12][C:13]1[S:14][C:15]([Cl:22])=[CH:16][C:17]=1[S:18](Cl)(=[O:20])=[O:19].C([O-])([O-])=O.[Na+].[Na+].CCOC(C)=O, predict the reaction product. The product is: [Cl:12][C:13]1[S:14][C:15]([Cl:22])=[CH:16][C:17]=1[S:18]([NH:1][C:2]1[CH:10]=[CH:9][C:5]([C:6]([OH:8])=[O:7])=[C:4]([OH:11])[CH:3]=1)(=[O:20])=[O:19]. (2) The product is: [OH:1][C:2]1[CH:9]=[CH:8][CH:7]=[CH:6][C:3]=1[CH:4]=[O:5]. Given the reactants [OH:1][C:2]1[C:9](C)=[CH:8][CH:7]=[CH:6][C:3]=1[CH:4]=[O:5].OC1C(C(C)(C)C)=CC=CC=1C=O.OC1C(C(C)(C)C)=CC(C)=CC=1C=O.OC1C(C(C)(C)C)=CC(C(C)(C)C)=CC=1C=O.OC1C(C(C)C)=CC=C(C)C=1C=O.OC1C(C2CCCCC2)=CC=CC=1C=O.OC1C=C(C(C)(C)C)C=CC=1C=O.OC1C=C(Cl)C=CC=1C=O.OC1C=CC=C(Cl)C=1C=O.OC1C(C2C=CC=CC=2)=CC=CC=1C=O.OC1C=CC(OC)=CC=1C=O.OC1C(CCCCCCCCC)=CC=CC=1C=O.OC1C=CC(O)=CC=1C=O.OC1C=C(NC(=O)C)C=CC=1C=O, predict the reaction product. (3) Given the reactants [C:1]([O:7][C:8]1[CH:12]=[C:11]([O:13][Si:14]([C:17]([CH3:20])([CH3:19])[CH3:18])([CH3:16])[CH3:15])[O:10][CH:9]=1)(=[O:6])[C:2]([CH3:5])([CH3:4])[CH3:3].[O:21]=[C:22]([CH3:32])[C:23]#[C:24][C:25]([O:27][C:28]([CH3:31])([CH3:30])[CH3:29])=[O:26], predict the reaction product. The product is: [C:22]([C:23]1[C:11]2([O:13][Si:14]([C:17]([CH3:20])([CH3:19])[CH3:18])([CH3:16])[CH3:15])[O:10][CH:9]([C:8]([O:7][C:1](=[O:6])[C:2]([CH3:5])([CH3:4])[CH3:3])=[CH:12]2)[C:24]=1[C:25]([O:27][C:28]([CH3:31])([CH3:30])[CH3:29])=[O:26])(=[O:21])[CH3:32]. (4) Given the reactants [C:1]([O:5][C:6]([NH:8][C@H:9]([C:14]([OH:16])=O)[CH2:10][CH:11]([CH3:13])[CH3:12])=[O:7])([CH3:4])([CH3:3])[CH3:2].[F:17][C:18]1[CH:23]=[CH:22][C:21]([S:24]([N:27]2[CH2:31][C@@H:30]3[C@@H:32]([NH2:35])[CH2:33][CH2:34][C@@H:29]3[CH2:28]2)(=[O:26])=[O:25])=[CH:20][CH:19]=1.[CH2:36](N1C[C@@H]2[C@@H](N)CC[C@@H]2C1)C1C=CC=CC=1, predict the reaction product. The product is: [F:17][C:18]1[CH:19]=[CH:20][C:21]([S:24]([N:27]2[CH2:31][C@@H:30]3[C@@H:32]([NH:35][C:14](=[O:16])[C@@H:9]([N:8]([CH3:36])[C:6](=[O:7])[O:5][C:1]([CH3:2])([CH3:3])[CH3:4])[CH2:10][CH:11]([CH3:12])[CH3:13])[CH2:33][CH2:34][C@@H:29]3[CH2:28]2)(=[O:25])=[O:26])=[CH:22][CH:23]=1. (5) Given the reactants [Br:1][C:2]1[CH:10]=[CH:9][C:8]([Cl:11])=[CH:7][C:3]=1[C:4]([OH:6])=[O:5].[C:12](Cl)(=O)C(Cl)=O.CO, predict the reaction product. The product is: [Br:1][C:2]1[CH:10]=[CH:9][C:8]([Cl:11])=[CH:7][C:3]=1[C:4]([O:6][CH3:12])=[O:5].